Dataset: Full USPTO retrosynthesis dataset with 1.9M reactions from patents (1976-2016). Task: Predict the reactants needed to synthesize the given product. (1) The reactants are: Br[C:2]1[CH:7]=[CH:6][C:5]([CH:8]([N:12]2[CH2:26][CH2:25][C:15]3([O:20][CH2:19][C:18](=[O:21])[N:17]([CH:22]4[CH2:24][CH2:23]4)[CH2:16]3)[CH2:14][CH2:13]2)[C:9]([NH2:11])=[O:10])=[C:4]([F:27])[CH:3]=1.CC1(C)C(C)(C)OB(B2OC(C)(C)C(C)(C)O2)O1.C([O-])(=O)C.[K+].Cl[C:52]1[CH:61]=[C:60]2[C:55]([CH:56]=[CH:57][C:58]([OH:62])=[N:59]2)=[CH:54][CH:53]=1.C(=O)([O-])[O-].[K+].[K+]. Given the product [CH:22]1([N:17]2[CH2:16][C:15]3([CH2:25][CH2:26][N:12]([CH:8]([C:5]4[CH:6]=[CH:7][C:2]([C:52]5[CH:61]=[C:60]6[C:55]([CH:56]=[CH:57][C:58]([OH:62])=[N:59]6)=[CH:54][CH:53]=5)=[CH:3][C:4]=4[F:27])[C:9]([NH2:11])=[O:10])[CH2:13][CH2:14]3)[O:20][CH2:19][C:18]2=[O:21])[CH2:24][CH2:23]1, predict the reactants needed to synthesize it. (2) Given the product [C:1]1([C:7]([S:20][CH2:21][CH2:22][NH:23][C:31](=[S:38])[CH2:32][O:33][CH2:34][C:35]([OH:37])=[O:36])([C:8]2[CH:13]=[CH:12][CH:11]=[CH:10][CH:9]=2)[C:14]2[CH:19]=[CH:18][CH:17]=[CH:16][CH:15]=2)[CH:2]=[CH:3][CH:4]=[CH:5][CH:6]=1, predict the reactants needed to synthesize it. The reactants are: [C:1]1([C:7]([S:20][CH2:21][CH2:22][NH2:23])([C:14]2[CH:19]=[CH:18][CH:17]=[CH:16][CH:15]=2)[C:8]2[CH:13]=[CH:12][CH:11]=[CH:10][CH:9]=2)[CH:6]=[CH:5][CH:4]=[CH:3][CH:2]=1.C(N(CC)CC)C.[C:31]1(=[S:38])[O:37][C:35](=[O:36])[CH2:34][O:33][CH2:32]1.C(O)(=O)CC(CC(O)=O)(C(O)=O)O. (3) Given the product [C:43]([C:2]1[CH:3]=[C:50]([CH:5]=[CH:6][C:7]=1[O:8][CH:9]([CH3:10])[CH3:11])[C:49]([O:48][CH3:46])=[O:54])#[N:40], predict the reactants needed to synthesize it. The reactants are: Cl[C:2]1[CH:3]=C(C(N[C@@H](CC2C=CC(C3N=C4C(C)=CC=CN4C=3)=CC=2)CCC(O)=O)=O)[CH:5]=[CH:6][C:7]=1[O:8][CH:9]([CH3:11])[CH3:10].C([N:40]([CH2:43]C)CC)C.Cl[C:46]([O:48][CH2:49][CH3:50])=O.C1C[O:54]CC1. (4) Given the product [Cl:24][C:20]1[C:19]2[C:14](=[CH:15][CH:16]=[CH:17][CH:18]=2)[N:13]=[CH:12][C:11]=1[S:8]([C:5]1[CH:6]=[CH:7][C:2]([CH3:1])=[CH:3][CH:4]=1)(=[O:10])=[O:9], predict the reactants needed to synthesize it. The reactants are: [CH3:1][C:2]1[CH:7]=[CH:6][C:5]([S:8]([C:11]2[CH:12]=[N:13][C:14]3[C:19]([C:20]=2O)=[CH:18][CH:17]=[CH:16][CH:15]=3)(=[O:10])=[O:9])=[CH:4][CH:3]=1.P(Cl)(Cl)([Cl:24])=O. (5) Given the product [CH3:23][N:24]1[CH2:29][CH2:28][N:27]([CH2:30][CH2:31][C:32]([NH:1][C:2]2[CH:3]=[CH:4][C:5]([C:6]([O:8][CH3:9])=[O:7])=[CH:10][CH:11]=2)=[O:33])[CH2:26][CH2:25]1, predict the reactants needed to synthesize it. The reactants are: [NH2:1][C:2]1[CH:11]=[CH:10][C:5]([C:6]([O:8][CH3:9])=[O:7])=[CH:4][CH:3]=1.CCN=C=NCCCN(C)C.[CH3:23][N:24]1[CH2:29][CH2:28][N:27]([CH2:30][CH2:31][C:32](O)=[O:33])[CH2:26][CH2:25]1.C(N(CC)CC)C. (6) Given the product [NH2:53][C:9]1[C:8]2[N:17]=[C:5]([CH2:4][O:3][CH2:1][CH3:2])[N:6]([CH2:18][CH2:19][C:20]([NH2:22])=[O:21])[C:7]=2[C:16]2[CH:15]=[CH:14][CH:13]=[CH:12][C:11]=2[N:10]=1, predict the reactants needed to synthesize it. The reactants are: [CH2:1]([O:3][CH2:4][C:5]1[N:6]([CH2:18][CH2:19][C:20]([NH2:22])=[O:21])[C:7]2[C:16]3[CH:15]=[CH:14][CH:13]=[CH:12][C:11]=3[N:10]=[CH:9][C:8]=2[N:17]=1)[CH3:2].C1C=C(Cl)C=C(C(OO)=O)C=1.C1(C)C=CC(S(Cl)(=O)=O)=CC=1.[OH-].[Na+].C(=O)(O)[O-].[Na+].[OH-].[NH4+:53]. (7) Given the product [Br:6][C:19]1[C:18]([OH:25])=[C:17]2[C:22]([CH:23]=[CH:24][C:15]([CH3:14])=[N:16]2)=[CH:21][CH:20]=1, predict the reactants needed to synthesize it. The reactants are: C(N)(C)(C)C.[Br:6]N1C(=O)CCC1=O.[CH3:14][C:15]1[CH:24]=[CH:23][C:22]2[C:17](=[C:18]([OH:25])[CH:19]=[CH:20][CH:21]=2)[N:16]=1.